Predict the product of the given reaction. From a dataset of Forward reaction prediction with 1.9M reactions from USPTO patents (1976-2016). (1) Given the reactants [NH2:1][CH2:2][CH:3]([OH:6])[CH2:4][NH2:5].[CH3:7][CH:8]([Si:10](Cl)([CH:14]([CH3:16])[CH3:15])[CH:11]([CH3:13])[CH3:12])[CH3:9].CCN(CC)CC, predict the reaction product. The product is: [CH:8]([Si:10]([CH:14]([CH3:16])[CH3:15])([CH:11]([CH3:13])[CH3:12])[O:6][CH:3]([CH2:4][NH2:5])[CH2:2][NH2:1])([CH3:9])[CH3:7]. (2) Given the reactants [O:1]1[CH2:3][C@H:2]1[CH2:4][O:5][C:6]1[C:18]2[C:17]3[C:12](=[CH:13][CH:14]=[CH:15][CH:16]=3)[NH:11][C:10]=2[CH:9]=[CH:8][CH:7]=1.[NH2:19][CH2:20][CH:21]1[CH2:26][CH2:25][N:24]([CH2:27][CH2:28][CH2:29][CH2:30][CH2:31][CH2:32][CH2:33][CH2:34][CH2:35][CH2:36][CH2:37][CH2:38][CH3:39])[CH2:23][CH2:22]1, predict the reaction product. The product is: [CH:9]1[C:10]2[NH:11][C:12]3[C:17](=[CH:16][CH:15]=[CH:14][CH:13]=3)[C:18]=2[C:6]([O:5][CH2:4][C@@H:2]([OH:1])[CH2:3][NH:19][CH2:20][CH:21]2[CH2:26][CH2:25][N:24]([CH2:27][CH2:28][CH2:29][CH2:30][CH2:31][CH2:32][CH2:33][CH2:34][CH2:35][CH2:36][CH2:37][CH2:38][CH3:39])[CH2:23][CH2:22]2)=[CH:7][CH:8]=1. (3) Given the reactants [CH2:1]([N:8]1[C:13](=[O:14])[C:12](I)=[C:11]([N:16]=[CH:17]N(C)C)[N:10]([CH2:21][C:22]2[CH:27]=[CH:26][CH:25]=[CH:24][CH:23]=2)[C:9]1=[O:28])[C:2]1[CH:7]=[CH:6][CH:5]=[CH:4][CH:3]=1.C(=O)([O-])[O-].[K+].[K+].[C:35]([O:39][CH2:40][CH3:41])(=[O:38])[CH:36]=[CH2:37].C(OCC)(=O)C, predict the reaction product. The product is: [CH2:21]([N:10]1[C:11]2[N:16]=[CH:17][C:36]([C:35]([O:39][CH2:40][CH3:41])=[O:38])=[CH:37][C:12]=2[C:13](=[O:14])[N:8]([CH2:1][C:2]2[CH:3]=[CH:4][CH:5]=[CH:6][CH:7]=2)[C:9]1=[O:28])[C:22]1[CH:27]=[CH:26][CH:25]=[CH:24][CH:23]=1. (4) Given the reactants [NH2:1][C@@H:2]1[CH2:7][CH2:6][C@H:5]([C:8]([OH:10])=[O:9])[CH2:4][CH2:3]1.C(=O)([O-])[O-].[K+].[K+].[CH2:17](Br)[C:18]1[CH:23]=[CH:22][CH:21]=[CH:20][CH:19]=1, predict the reaction product. The product is: [CH2:17]([N:1]([C@@H:2]1[CH2:7][CH2:6][C@H:5]([C:8]([O:10][CH2:8][C:5]2[CH:6]=[CH:7][CH:2]=[CH:3][CH:4]=2)=[O:9])[CH2:4][CH2:3]1)[CH2:17][C:18]1[CH:23]=[CH:22][CH:21]=[CH:20][CH:19]=1)[C:18]1[CH:23]=[CH:22][CH:21]=[CH:20][CH:19]=1. (5) Given the reactants Cl[C:2]1[N:11]=[C:10]([NH:12][CH2:13][CH:14]([N:21]2[CH2:26][CH2:25][N:24]([CH3:27])[CH2:23][CH2:22]2)[C:15]2[CH:20]=[CH:19][CH:18]=[CH:17][CH:16]=2)[C:9]2[C:4](=[CH:5][CH:6]=[CH:7][CH:8]=2)[N:3]=1.[N:28]1[CH:29]=[CH:30][N:31]2[CH:36]=[C:35](B(O)O)[CH:34]=[CH:33][C:32]=12.N1C=CN2C=C(C3N=C(NCC(C4C=CC=CC=4)C4NC=CC=4)C4C(=CC=CC=4)N=3)C=CC=12, predict the reaction product. The product is: [N:28]1[CH:29]=[CH:30][N:31]2[CH:36]=[C:35]([C:2]3[N:11]=[C:10]([NH:12][CH2:13][CH:14]([N:21]4[CH2:26][CH2:25][N:24]([CH3:27])[CH2:23][CH2:22]4)[C:15]4[CH:20]=[CH:19][CH:18]=[CH:17][CH:16]=4)[C:9]4[C:4](=[CH:5][CH:6]=[CH:7][CH:8]=4)[N:3]=3)[CH:34]=[CH:33][C:32]=12. (6) Given the reactants [CH2:1]([O:8][C:9]1[C:10]([CH2:27][N:28]2[CH2:33][CH2:32][N:31](C(OC(C)(C)C)=O)[CH2:30][CH2:29]2)=[C:11]2[C:15](=[CH:16][CH:17]=1)[N:14]([S:18]([C:21]1[CH:26]=[CH:25][CH:24]=[CH:23][CH:22]=1)(=[O:20])=[O:19])[CH:13]=[CH:12]2)[C:2]1[CH:7]=[CH:6][CH:5]=[CH:4][CH:3]=1.C(O)(C(F)(F)F)=O.ClCCl, predict the reaction product. The product is: [CH2:1]([O:8][C:9]1[C:10]([CH2:27][N:28]2[CH2:33][CH2:32][NH:31][CH2:30][CH2:29]2)=[C:11]2[C:15](=[CH:16][CH:17]=1)[N:14]([S:18]([C:21]1[CH:26]=[CH:25][CH:24]=[CH:23][CH:22]=1)(=[O:20])=[O:19])[CH:13]=[CH:12]2)[C:2]1[CH:7]=[CH:6][CH:5]=[CH:4][CH:3]=1.